This data is from Forward reaction prediction with 1.9M reactions from USPTO patents (1976-2016). The task is: Predict the product of the given reaction. (1) Given the reactants [CH2:1]=[C:2]([CH:4]1[CH2:11][CH2:10][CH2:9][CH2:8][CH2:7][CH2:6][C:5]1=[O:12])[CH3:3].[CH3:13][O:14][N:15]=[CH:16][CH3:17].Cl[Sn](Cl)(Cl)Cl, predict the reaction product. The product is: [CH3:13][O:14][N:15]1[CH:16]([CH3:17])[CH2:3][C:2]([CH3:1])=[CH:4][CH2:11][CH2:10][CH2:9][CH2:8][CH2:7][CH2:6][C:5]1=[O:12]. (2) The product is: [Cl:14][CH2:2][C:3]1[N:4]=[C:5]2[CH:10]=[CH:9][CH:8]=[CH:7][N:6]2[CH:11]=1. Given the reactants O[CH2:2][C:3]1[N:4]=[C:5]2[CH:10]=[CH:9][CH:8]=[CH:7][N:6]2[CH:11]=1.S(Cl)([Cl:14])=O, predict the reaction product. (3) Given the reactants [CH3:1][O:2][C:3](=[O:11])[C:4]1[CH:9]=[CH:8][C:7](F)=[CH:6][CH:5]=1.[CH2:12]([N:14]1[CH2:19][CH2:18][NH:17][CH2:16][CH2:15]1)[CH3:13].C(=O)([O-])[O-].[K+].[K+], predict the reaction product. The product is: [CH3:1][O:2][C:3](=[O:11])[C:4]1[CH:9]=[CH:8][C:7]([N:17]2[CH2:18][CH2:19][N:14]([CH2:12][CH3:13])[CH2:15][CH2:16]2)=[CH:6][CH:5]=1. (4) Given the reactants [CH2:1]([O:3][C:4](=[O:33])[CH2:5][O:6][C:7]1[CH:12]=[CH:11][C:10]([S:13][C:14]2[CH:19]=[C:18]([O:20][C:21]3[CH:26]=[CH:25][C:24]([C:27]([F:30])([F:29])[F:28])=[CH:23][N:22]=3)[CH:17]=[C:16](Br)[CH:15]=2)=[CH:9][C:8]=1[CH3:32])[CH3:2].[CH2:34]([N:37]1[CH2:42][CH2:41][O:40][CH2:39][CH2:38]1)[C:35]#[CH:36].C(OC(=O)COC1C=CC(SC2C=C(C#CC3C=CC(CO)=CC=3)C=C(OCCC3C=CC(Cl)=CC=3)C=2)=CC=1C)C, predict the reaction product. The product is: [CH2:1]([O:3][C:4](=[O:33])[CH2:5][O:6][C:7]1[CH:12]=[CH:11][C:10]([S:13][C:14]2[CH:19]=[C:18]([O:20][C:21]3[CH:26]=[CH:25][C:24]([C:27]([F:30])([F:29])[F:28])=[CH:23][N:22]=3)[CH:17]=[C:16]([C:36]#[C:35][CH2:34][N:37]3[CH2:42][CH2:41][O:40][CH2:39][CH2:38]3)[CH:15]=2)=[CH:9][C:8]=1[CH3:32])[CH3:2]. (5) Given the reactants [O:1]1[C:5]2[CH:6]=[CH:7][C:8](B(O)O)=[CH:9][C:4]=2[CH2:3][CH2:2]1.O.[C:14]([OH:18])(=[O:17])[CH:15]=O.[CH3:19][N:20]1[CH2:25][CH2:24][NH:23][CH2:22][CH2:21]1, predict the reaction product. The product is: [O:1]1[C:5]2[CH:6]=[CH:7][C:8]([CH:15]([N:23]3[CH2:24][CH2:25][N:20]([CH3:19])[CH2:21][CH2:22]3)[C:14]([OH:18])=[O:17])=[CH:9][C:4]=2[CH2:3][CH2:2]1. (6) Given the reactants C([NH:4][C:5]1[N:13]=[C:12]2[C:8]([NH:9][CH:10]=[N:11]2)=[C:7]([Cl:14])[N:6]=1)(=O)C.C([O:18][C@@H:19]1[C@H:23]([O:24]C(=O)C)[C@@H:22]([CH2:28][O:29]C(=O)C)[O:21][C@H:20]1C1N=C2C(NC=N2)=CN=1)(=O)C.N, predict the reaction product. The product is: [NH2:4][C:5]1[N:13]=[C:12]2[C:8]([N:9]=[CH:10][N:11]2[C@@H:20]2[O:21][C@H:22]([CH2:28][OH:29])[C@H:23]([OH:24])[C@H:19]2[OH:18])=[C:7]([Cl:14])[N:6]=1. (7) Given the reactants COC1C=CC(C([O:9][C@H:10]2[C@@H:14]([CH:15]=[CH2:16])[CH2:13][N:12]([C:17]([O:19][CH2:20][C:21]3[CH:26]=[CH:25][CH:24]=[CH:23][CH:22]=3)=[O:18])[CH2:11]2)=O)=CC=1.[OH-].[Na+], predict the reaction product. The product is: [OH:9][C@H:10]1[C@@H:14]([CH:15]=[CH2:16])[CH2:13][N:12]([C:17]([O:19][CH2:20][C:21]2[CH:22]=[CH:23][CH:24]=[CH:25][CH:26]=2)=[O:18])[CH2:11]1. (8) Given the reactants [CH2:1]([N:3]([CH2:35][CH3:36])[CH2:4]/[CH:5]=[CH:6]\[C:7]1[CH:12]=[C:11](F)[CH:10]=[CH:9][C:8]=1[S:14]([CH2:17][C:18]1[C:23]([C:24]([O:26][CH3:27])=[O:25])=[C:22]([O:28][CH3:29])[C:21]([C:30]2[CH:34]=[CH:33][O:32][CH:31]=2)=[CH:20][CH:19]=1)(=[O:16])=[O:15])[CH3:2].Br[C:38]1C(OC)=C(C(CS(C2C=CC=CC=2/C=C\CN2CCCCC2)(=O)=O)=CC=1)C(OC)=O, predict the reaction product. The product is: [O:32]1[CH:33]=[CH:34][C:30]([C:21]2[C:22]([O:28][CH3:29])=[C:23]([C:18]([CH2:17][S:14]([C:8]3[CH:9]=[CH:10][CH:11]=[CH:12][C:7]=3/[CH:6]=[CH:5]\[CH2:4][N:3]3[CH2:35][CH2:36][CH2:38][CH2:2][CH2:1]3)(=[O:16])=[O:15])=[CH:19][CH:20]=2)[C:24]([O:26][CH3:27])=[O:25])=[CH:31]1. (9) Given the reactants [CH:1]1[C:13]2[CH:12]([CH2:14][O:15][C:16]([NH:18][C@H:19]([CH2:46]C=C)[C:20]([O:22][C@H:23]([C:40]3[CH:45]=[CH:44][CH:43]=[CH:42][CH:41]=3)[CH2:24][NH:25][C:26]([C@@H:28]([CH2:37][CH:38]=[CH2:39])[CH2:29][C:30]([O:32][C:33]([CH3:36])([CH3:35])[CH3:34])=[O:31])=[O:27])=[O:21])=[O:17])[C:11]3[C:6](=[CH:7][CH:8]=[CH:9][CH:10]=3)[C:5]=2[CH:4]=[CH:3][CH:2]=1.CO.C(Cl)Cl, predict the reaction product. The product is: [CH:10]1[C:11]2[CH:12]([CH2:14][O:15][C:16]([NH:18][C@H:19]3[C:20](=[O:21])[O:22][C@H:23]([C:40]4[CH:45]=[CH:44][CH:43]=[CH:42][CH:41]=4)[CH2:24][NH:25][C:26](=[O:27])[C@H:28]([CH2:29][C:30]([O:32][C:33]([CH3:34])([CH3:36])[CH3:35])=[O:31])[CH2:37][CH:38]=[CH:39][CH2:46]3)=[O:17])[C:13]3[C:5](=[CH:4][CH:3]=[CH:2][CH:1]=3)[C:6]=2[CH:7]=[CH:8][CH:9]=1. (10) The product is: [CH3:1][N:2]1[C:6]([Sn:17]([CH2:18][CH2:19][CH2:20][CH3:21])([CH2:22][CH2:23][CH2:24][CH3:25])[CH2:13][CH2:14][CH2:15][CH3:16])=[C:5]([CH3:7])[N:4]=[N:3]1. Given the reactants [CH3:1][N:2]1[CH:6]=[C:5]([CH3:7])[N:4]=[N:3]1.[Li]CCCC.[CH2:13]([Sn:17](Cl)([CH2:22][CH2:23][CH2:24][CH3:25])[CH2:18][CH2:19][CH2:20][CH3:21])[CH2:14][CH2:15][CH3:16].[NH4+].[Cl-], predict the reaction product.